Dataset: Catalyst prediction with 721,799 reactions and 888 catalyst types from USPTO. Task: Predict which catalyst facilitates the given reaction. (1) Product: [Cl:1][C:2]1[N:7]=[CH:6][N:5]2[N:8]=[CH:9][C:10]([C:11]([NH:20][CH:14]3[CH2:19][CH2:18][CH2:17][CH2:16][CH2:15]3)=[O:12])=[C:4]2[CH:3]=1. The catalyst class is: 4. Reactant: [Cl:1][C:2]1[N:7]=[CH:6][N:5]2[N:8]=[CH:9][C:10]([C:11](Cl)=[O:12])=[C:4]2[CH:3]=1.[CH:14]1([NH2:20])[CH2:19][CH2:18][CH2:17][CH2:16][CH2:15]1. (2) Reactant: Cl.[NH2:2][CH:3]([C@H:9]([CH2:17][O:18][CH3:19])[CH2:10][CH:11]([CH3:16])[CH2:12][CH2:13][CH:14]=[CH2:15])[C:4]([O:6][CH2:7][CH3:8])=[O:5].C(N(CC)C(C)C)(C)C.[C:29](O[C:29]([O:31][C:32]([CH3:35])([CH3:34])[CH3:33])=[O:30])([O:31][C:32]([CH3:35])([CH3:34])[CH3:33])=[O:30]. Product: [C:32]([O:31][C:29]([NH:2][CH:3]([C@H:9]([CH2:17][O:18][CH3:19])[CH2:10][CH:11]([CH3:16])[CH2:12][CH2:13][CH:14]=[CH2:15])[C:4]([O:6][CH2:7][CH3:8])=[O:5])=[O:30])([CH3:35])([CH3:34])[CH3:33]. The catalyst class is: 2. (3) Reactant: [NH2:1][C:2]1[S:3][C:4]2[CH:10]=[C:9]([O:11][CH3:12])[CH:8]=[CH:7][C:5]=2[N:6]=1.Br[CH2:14][C:15]([C:17]1[CH:22]=[CH:21][C:20]([Br:23])=[CH:19][CH:18]=1)=O.C([O-])(O)=O.[Na+]. Product: [CH3:12][O:11][C:9]1[CH:8]=[CH:7][C:5]2[N:6]3[CH:14]=[C:15]([C:17]4[CH:22]=[CH:21][C:20]([Br:23])=[CH:19][CH:18]=4)[N:1]=[C:2]3[S:3][C:4]=2[CH:10]=1. The catalyst class is: 14.